Dataset: Forward reaction prediction with 1.9M reactions from USPTO patents (1976-2016). Task: Predict the product of the given reaction. (1) Given the reactants [CH3:1][O:2][C:3]1[CH:8]=[CH:7][C:6]([CH2:9][CH2:10][C:11]([OH:13])=O)=[CH:5][CH:4]=1.Cl.CN(C)CCCN=C=NCC.O.OC1C2N=NNC=2C=CC=1.C(N(CC)CC)C.[CH3:44][C:45]1[N:46]=[C:47]([NH2:55])[C:48]2[CH:53]=[C:52]([CH3:54])[S:51][C:49]=2[N:50]=1, predict the reaction product. The product is: [CH3:1][O:2][C:3]1[CH:4]=[CH:5][C:6]([CH2:9][CH2:10][C:11]([NH:55][C:47]2[C:48]3[CH:53]=[C:52]([CH3:54])[S:51][C:49]=3[N:50]=[C:45]([CH3:44])[N:46]=2)=[O:13])=[CH:7][CH:8]=1. (2) Given the reactants CC(OI1(OC(C)=O)(OC(C)=O)OC(=O)C2C=CC=CC1=2)=O.[F:23][C:24]1[CH:25]=[CH:26][C:27]([C:30]2[CH:60]=[CH:59][C:33]([CH2:34][C:35]3([C:47]([NH:49][CH2:50][CH:51]([OH:58])[CH2:52][C:53]([CH3:57])([CH3:56])[CH2:54][CH3:55])=[O:48])[CH2:39][CH2:38][CH2:37][N:36]3[C:40]([O:42][C:43]([CH3:46])([CH3:45])[CH3:44])=[O:41])=[CH:32][CH:31]=2)=[N:28][CH:29]=1, predict the reaction product. The product is: [CH3:56][C:53]([CH3:57])([CH2:54][CH3:55])[CH2:52][C:51](=[O:58])[CH2:50][NH:49][C:47]([C:35]1([CH2:34][C:33]2[CH:59]=[CH:60][C:30]([C:27]3[CH:26]=[CH:25][C:24]([F:23])=[CH:29][N:28]=3)=[CH:31][CH:32]=2)[CH2:39][CH2:38][CH2:37][N:36]1[C:40]([O:42][C:43]([CH3:44])([CH3:45])[CH3:46])=[O:41])=[O:48]. (3) The product is: [ClH:32].[NH2:1][C:2]1[O:3][CH2:4][C@@:5]2([C:15]3[C:10](=[CH:11][CH:12]=[C:13]([NH:16][C:17]([C:19]4[CH:24]=[N:23][C:22]([CH:25]([F:27])[F:26])=[CH:21][N:20]=4)=[O:18])[CH:14]=3)[O:9][C:8]([CH3:29])([CH3:28])[C:7]32[CH2:31][CH2:30]3)[N:6]=1. Given the reactants [NH2:1][C:2]1[O:3][CH2:4][C@@:5]2([C:15]3[C:10](=[CH:11][CH:12]=[C:13]([NH:16][C:17]([C:19]4[CH:24]=[N:23][C:22]([CH:25]([F:27])[F:26])=[CH:21][N:20]=4)=[O:18])[CH:14]=3)[O:9][C:8]([CH3:29])([CH3:28])[C:7]32[CH2:31][CH2:30]3)[N:6]=1.[ClH:32].C(OCC)(=O)C, predict the reaction product. (4) Given the reactants [Si]([O:8][C:9]1[CH:10]=[C:11]([CH:27]=[CH:28][CH:29]=1)[CH2:12][O:13][C:14]1[C:15]([NH:20][C:21]2[S:22][CH:23]=[C:24]([CH3:26])[N:25]=2)=[N:16][CH:17]=[CH:18][CH:19]=1)(C(C)(C)C)(C)C.CCCC[N+](CCCC)(CCCC)CCCC.[F-].[NH4+].[Cl-:49], predict the reaction product. The product is: [ClH:49].[CH3:26][C:24]1[N:25]=[C:21]([NH:20][C:15]2[C:14]([O:13][CH2:12][C:11]3[CH:10]=[C:9]([OH:8])[CH:29]=[CH:28][CH:27]=3)=[CH:19][CH:18]=[CH:17][N:16]=2)[S:22][CH:23]=1. (5) Given the reactants [NH2:1][C:2]1[CH:3]=[CH:4][C:5]([F:11])=[C:6]([CH:10]=1)[C:7]([OH:9])=O.CN(C(ON1N=NC2C=CC=NC1=2)=[N+](C)C)C.F[P-](F)(F)(F)(F)F.[NH2:36][CH2:37][CH:38]([OH:50])[CH2:39][N:40]1[CH2:49][CH2:48][C:47]2[C:42](=[CH:43][CH:44]=[CH:45][CH:46]=2)[CH2:41]1.CCN(C(C)C)C(C)C, predict the reaction product. The product is: [NH2:1][C:2]1[CH:3]=[CH:4][C:5]([F:11])=[C:6]([CH:10]=1)[C:7]([NH:36][CH2:37][CH:38]([OH:50])[CH2:39][N:40]1[CH2:49][CH2:48][C:47]2[C:42](=[CH:43][CH:44]=[CH:45][CH:46]=2)[CH2:41]1)=[O:9]. (6) Given the reactants [C:1]([C:3]1[CH:8]=[CH:7][C:6]([N:9]([CH2:16][C:17]([F:20])([F:19])[F:18])[CH:10]([CH2:14][CH3:15])[C:11]([OH:13])=O)=[CH:5][C:4]=1C(F)(F)F)#[N:2].[NH3:25], predict the reaction product. The product is: [C:1]([C:3]1[CH:8]=[CH:7][C:6]([N:9]([CH2:16][C:17]([F:18])([F:19])[F:20])[CH:10]([CH2:14][CH3:15])[C:11]([NH2:25])=[O:13])=[CH:5][C:4]=1[C:17]([F:20])([F:19])[F:18])#[N:2]. (7) Given the reactants [Cl:1][C:2]1[CH:3]=[CH:4][C:5]([O:25][CH3:26])=[C:6]([C@@:8]2([F:24])[C:16]3[C:11](=[CH:12][C:13]([C:17]([F:20])([F:19])[F:18])=[CH:14][CH:15]=3)[N:10]([CH2:21]O)[C:9]2=[O:23])[CH:7]=1.P(Cl)(Cl)[Cl:28], predict the reaction product. The product is: [Cl:1][C:2]1[CH:3]=[CH:4][C:5]([O:25][CH3:26])=[C:6]([C@@:8]2([F:24])[C:16]3[C:11](=[CH:12][C:13]([C:17]([F:19])([F:20])[F:18])=[CH:14][CH:15]=3)[N:10]([CH2:21][Cl:28])[C:9]2=[O:23])[CH:7]=1.